This data is from Reaction yield outcomes from USPTO patents with 853,638 reactions. The task is: Predict the reaction yield, written as a fraction of the theoretical maximum amount of product (1.0 means a 100% yield; for example, 0.34 means a 34% yield). The reactants are B(Br)(Br)Br.[F:5][C:6]1[CH:11]=[CH:10][C:9]([O:12]C)=[CH:8][C:7]=1[C:14]([NH2:16])=[O:15]. The catalyst is C(Cl)Cl. The product is [F:5][C:6]1[CH:11]=[CH:10][C:9]([OH:12])=[CH:8][C:7]=1[C:14]([NH2:16])=[O:15]. The yield is 0.820.